Dataset: Forward reaction prediction with 1.9M reactions from USPTO patents (1976-2016). Task: Predict the product of the given reaction. (1) Given the reactants Cl[CH2:2][CH2:3][N:4]1[C:9](=[O:10])[CH:8]=[CH:7][C:6]([C:11]2[N:19]3[C:14]([CH:15]=[CH:16][CH:17]=[CH:18]3)=[CH:13][C:12]=2[C:20]([O:22][CH2:23][CH3:24])=[O:21])=[N:5]1.C([O-])([O-])=O.[K+].[K+].[NH:31]1[CH2:35][CH2:34][CH2:33][CH2:32]1, predict the reaction product. The product is: [O:10]=[C:9]1[N:4]([CH2:3][CH2:2][N:31]2[CH2:35][CH2:34][CH2:33][CH2:32]2)[N:5]=[C:6]([C:11]2[N:19]3[C:14]([CH:15]=[CH:16][CH:17]=[CH:18]3)=[CH:13][C:12]=2[C:20]([O:22][CH2:23][CH3:24])=[O:21])[CH:7]=[CH:8]1. (2) The product is: [CH2:23]([N:22]1[CH2:30][C@H:3]([C:2]([F:10])([F:11])[F:1])[C@@H:4]([C:5]([O:7][CH2:8][CH3:9])=[O:6])[CH2:21]1)[C:24]1[CH:29]=[CH:28][CH:27]=[CH:26][CH:25]=1. Given the reactants [F:1][C:2]([F:11])([F:10])/[CH:3]=[CH:4]/[C:5]([O:7][CH2:8][CH3:9])=[O:6].C(O)(C(F)(F)F)=O.CO[CH2:21][N:22]([CH2:30][Si](C)(C)C)[CH2:23][C:24]1[CH:29]=[CH:28][CH:27]=[CH:26][CH:25]=1, predict the reaction product. (3) Given the reactants [CH:1]1([C:4]2[CH:8]=[C:7]([CH:9]3[CH2:11][CH2:10]3)[N:6]([C:12]3[CH:17]=[CH:16][C:15]([NH:18][C:19]([C:21]4[CH:22]=[C:23]5[C:28](=[CH:29][CH:30]=4)[N:27]=[CH:26][CH:25]=[CH:24]5)=[O:20])=[CH:14][CH:13]=3)[N:5]=2)[CH2:3][CH2:2]1.[ClH:31], predict the reaction product. The product is: [ClH:31].[CH:1]1([C:4]2[CH:8]=[C:7]([CH:9]3[CH2:11][CH2:10]3)[N:6]([C:12]3[CH:13]=[CH:14][C:15]([NH:18][C:19]([C:21]4[CH:22]=[C:23]5[C:28](=[CH:29][CH:30]=4)[N:27]=[CH:26][CH:25]=[CH:24]5)=[O:20])=[CH:16][CH:17]=3)[N:5]=2)[CH2:2][CH2:3]1. (4) Given the reactants Br[C:2]1[CH:3]=[C:4]2[C:9](=[CH:10][CH:11]=1)[C:8](=[O:12])[NH:7][N:6]=[C:5]2[Cl:13].[CH3:14][C:15]1[CH:22]=[CH:21][CH:20]=[CH:19][C:16]=1[CH2:17][NH2:18].C1C=CC(P(C2C(C3C(P(C4C=CC=CC=4)C4C=CC=CC=4)=CC=C4C=3C=CC=C4)=C3C(C=CC=C3)=CC=2)C2C=CC=CC=2)=CC=1.CC([O-])(C)C.[Na+], predict the reaction product. The product is: [Cl:13][C:5]1[C:4]2[C:9](=[CH:10][CH:11]=[C:2]([NH:18][CH2:17][C:16]3[CH:19]=[CH:20][CH:21]=[CH:22][C:15]=3[CH3:14])[CH:3]=2)[C:8](=[O:12])[NH:7][N:6]=1. (5) Given the reactants [NH2:1][C:2]1[S:3][CH2:4][C:5](=[O:7])[N:6]=1.[OH:8][C:9]1[CH:16]=[CH:15][CH:14]=[CH:13][C:10]=1[CH:11]=O.C([O-])(=O)C.[NH4+], predict the reaction product. The product is: [NH2:1][C:2]1[S:3]/[C:4](=[CH:11]\[C:10]2[CH:13]=[CH:14][CH:15]=[CH:16][C:9]=2[OH:8])/[C:5](=[O:7])[N:6]=1. (6) Given the reactants Br[C:2]1[CH:21]=[CH:20][C:5]2[C:6]([CH3:19])=[C:7]([C:9]([C:11]3[CH:16]=[CH:15][C:14]([Cl:17])=[CH:13][C:12]=3[Cl:18])=[O:10])[O:8][C:4]=2[CH:3]=1.[B:22]1([B:22]2[O:26][C:25]([CH3:28])([CH3:27])[C:24]([CH3:30])([CH3:29])[O:23]2)[O:26][C:25]([CH3:28])([CH3:27])[C:24]([CH3:30])([CH3:29])[O:23]1.C([O-])(=O)C.[K+], predict the reaction product. The product is: [Cl:18][C:12]1[CH:13]=[C:14]([Cl:17])[CH:15]=[CH:16][C:11]=1[C:9]([C:7]1[O:8][C:4]2[CH:3]=[C:2]([B:22]3[O:26][C:25]([CH3:28])([CH3:27])[C:24]([CH3:30])([CH3:29])[O:23]3)[CH:21]=[CH:20][C:5]=2[C:6]=1[CH3:19])=[O:10]. (7) The product is: [CH2:1]([N:8]1[C:15](=[O:16])[C:11]2[C:10](=[N:9][CH:14]=[CH:13][CH:12]=2)[C:18]1=[O:17])[C:2]1[CH:7]=[CH:6][CH:5]=[CH:4][CH:3]=1. Given the reactants [CH2:1]([NH2:8])[C:2]1[CH:7]=[CH:6][CH:5]=[CH:4][CH:3]=1.[N:9]1[CH:14]=[CH:13][CH:12]=[C:11]2[C:15]([O:17][C:18](=O)[C:10]=12)=[O:16], predict the reaction product.